From a dataset of Forward reaction prediction with 1.9M reactions from USPTO patents (1976-2016). Predict the product of the given reaction. (1) Given the reactants [F:1][C:2]([F:20])([F:19])[S:3]([O:6][C:7]1[C:16]([CH3:17])=[CH:15][C:14]2[C:9](=[CH:10][CH:11]=[CH:12][CH:13]=2)[C:8]=1Cl)(=[O:5])=[O:4].[Cl:21][C:22]1[CH:27]=[C:26]([Cl:28])[CH:25]=[CH:24][C:23]=1C1C2C(=CC=CC=2)C=C(C)C=1O, predict the reaction product. The product is: [F:1][C:2]([F:20])([F:19])[S:3]([O:6][C:7]1[C:16]([CH3:17])=[CH:15][C:14]2[C:9](=[CH:10][CH:11]=[CH:12][CH:13]=2)[C:8]=1[C:25]1[CH:24]=[CH:23][C:22]([Cl:21])=[CH:27][C:26]=1[Cl:28])(=[O:5])=[O:4]. (2) Given the reactants [CH2:1]([NH:8][C:9](=[O:16])[NH:10][CH2:11][CH2:12][C:13]([OH:15])=O)[C:2]1[CH:7]=[CH:6][CH:5]=[CH:4][CH:3]=1.ON1C2C=CC=CC=2N=N1.Cl.C(N=C=NCCCN(C)C)C.[CH2:39]([O:46][C:47]1[CH:52]=[CH:51][C:50]([CH2:53][C@H:54]([N:65]([CH3:67])[NH2:66])[C:55]([O:57][CH2:58][C:59]2[CH:64]=[CH:63][CH:62]=[CH:61][CH:60]=2)=[O:56])=[CH:49][CH:48]=1)[C:40]1[CH:45]=[CH:44][CH:43]=[CH:42][CH:41]=1.CN(C1C=CC=CN=1)C, predict the reaction product. The product is: [CH2:39]([O:46][C:47]1[CH:52]=[CH:51][C:50]([CH2:53][C@H:54]([N:65]([CH3:67])[NH:66][C:13](=[O:15])[CH2:12][CH2:11][NH:10][C:9]([NH:8][CH2:1][C:2]2[CH:3]=[CH:4][CH:5]=[CH:6][CH:7]=2)=[O:16])[C:55]([O:57][CH2:58][C:59]2[CH:64]=[CH:63][CH:62]=[CH:61][CH:60]=2)=[O:56])=[CH:49][CH:48]=1)[C:40]1[CH:41]=[CH:42][CH:43]=[CH:44][CH:45]=1. (3) The product is: [CH2:1]([O:8][C:9]1[N:14]=[N:13][C:12]([CH2:15][CH2:16][C:17]2[CH:30]=[CH:29][CH:28]=[C:19]([O:20][CH2:21][CH2:22][N:31]3[CH2:35][CH2:34][CH2:33][CH2:32]3)[CH:18]=2)=[CH:11][CH:10]=1)[C:2]1[CH:3]=[CH:4][CH:5]=[CH:6][CH:7]=1. Given the reactants [CH2:1]([O:8][C:9]1[N:14]=[N:13][C:12]([CH2:15][CH2:16][C:17]2[CH:18]=[C:19]([CH:28]=[CH:29][CH:30]=2)[O:20][CH2:21][CH2:22]OS(C)(=O)=O)=[CH:11][CH:10]=1)[C:2]1[CH:7]=[CH:6][CH:5]=[CH:4][CH:3]=1.[NH:31]1[CH2:35][CH2:34][CH2:33][CH2:32]1, predict the reaction product. (4) Given the reactants C(O[CH2:5][O:6][CH:7]([CH2:17][O:18][CH2:19][C:20]1[CH:25]=[CH:24][CH:23]=[CH:22][CH:21]=1)[CH2:8][O:9][CH2:10][C:11]1[CH:16]=[CH:15][CH:14]=[CH:13][CH:12]=1)(=O)C.[I:26][C:27]1[C:28](=[O:34])[NH:29][C:30](=[O:33])[NH:31][CH:32]=1.Cl[Sn](Cl)(Cl)Cl.C([O-])(O)=O.[Na+], predict the reaction product. The product is: [CH2:19]([O:18][CH2:17][CH:7]([O:6][CH2:5][N:31]1[CH:32]=[C:27]([I:26])[C:28](=[O:34])[NH:29][C:30]1=[O:33])[CH2:8][O:9][CH2:10][C:11]1[CH:12]=[CH:13][CH:14]=[CH:15][CH:16]=1)[C:20]1[CH:21]=[CH:22][CH:23]=[CH:24][CH:25]=1. (5) Given the reactants C[O:2][C:3]([C:5]1[CH:13]=[C:12]2[C:8]([C:9]([CH:35]3[CH2:40][CH2:39][CH2:38][CH2:37][CH2:36]3)=[C:10]([C:18]3[CH:19]=[C:20]4[C:25](=[CH:26][CH:27]=3)[N:24]=[C:23]([C:28]3[S:32][C:31]([CH3:33])=[N:30][C:29]=3[CH3:34])[CH:22]=[CH:21]4)[N:11]2[CH2:14][C:15](O)=[O:16])=[CH:7][CH:6]=1)=[O:4].COC(C1C=C2C(C(C3CCCCC3)=C(C3C=C4C(=CC=3)N=C(C3SC(C)=NC=3C)C=C4)N2CC(=O)N(C)C)=CC=1)=O.CNC.[CH2:86]([CH2:88][NH2:89])[OH:87], predict the reaction product. The product is: [OH:87][CH2:86][CH2:88][NH:89][C:15]([CH2:14][N:11]1[C:12]2[C:8](=[CH:7][CH:6]=[C:5]([C:3]([OH:4])=[O:2])[CH:13]=2)[C:9]([CH:35]2[CH2:40][CH2:39][CH2:38][CH2:37][CH2:36]2)=[C:10]1[C:18]1[CH:19]=[C:20]2[C:25](=[CH:26][CH:27]=1)[N:24]=[C:23]([C:28]1[S:32][C:31]([CH3:33])=[N:30][C:29]=1[CH3:34])[CH:22]=[CH:21]2)=[O:16]. (6) Given the reactants C[N:2](C)/[CH:3]=[CH:4]/[C:5]([C:7]1[C:12](=[O:13])[CH:11]=[CH:10][N:9]([C:14]2[CH:19]=[CH:18][C:17]([CH2:20][N:21]([CH3:23])[CH3:22])=[CH:16][CH:15]=2)[N:8]=1)=O.[F:25][C:26]1[CH:31]=[CH:30][CH:29]=[CH:28][C:27]=1[NH:32]N, predict the reaction product. The product is: [CH3:22][N:21]([CH2:20][C:17]1[CH:18]=[CH:19][C:14]([N:9]2[CH:10]=[CH:11][C:12](=[O:13])[C:7]([C:5]3[N:32]([C:27]4[CH:28]=[CH:29][CH:30]=[CH:31][C:26]=4[F:25])[N:2]=[CH:3][CH:4]=3)=[N:8]2)=[CH:15][CH:16]=1)[CH3:23].